This data is from Full USPTO retrosynthesis dataset with 1.9M reactions from patents (1976-2016). The task is: Predict the reactants needed to synthesize the given product. (1) Given the product [N+:15]([C:18]1[CH:19]=[CH:20][C:21]([C:24]([O:14][C:11]([CH3:13])([CH3:12])[CH3:10])=[O:25])=[N:22][CH:23]=1)([O-:17])=[O:16], predict the reactants needed to synthesize it. The reactants are: CC(C)N=C=NC(C)C.[CH3:10][C:11]([OH:14])([CH3:13])[CH3:12].[N+:15]([C:18]1[CH:19]=[CH:20][C:21]([C:24](O)=[O:25])=[N:22][CH:23]=1)([O-:17])=[O:16].CCCCCC. (2) Given the product [NH:29]1[C:37]2[C:32](=[CH:33][CH:34]=[CH:35][CH:36]=2)[C:31](/[CH:38]=[C:8]2\[O:9][C:5]3[C:4]([C:13]#[C:14][CH2:15][CH:16]4[CH2:21][CH2:20][N:19]([C:22]([O:24][C:25]([CH3:28])([CH3:27])[CH3:26])=[O:23])[CH2:18][CH2:17]4)=[C:3]([O:2][CH3:1])[CH:12]=[CH:11][C:6]=3[C:7]\2=[O:10])=[N:30]1, predict the reactants needed to synthesize it. The reactants are: [CH3:1][O:2][C:3]1[CH:12]=[CH:11][C:6]2[C:7](=[O:10])[CH2:8][O:9][C:5]=2[C:4]=1[C:13]#[C:14][CH2:15][CH:16]1[CH2:21][CH2:20][N:19]([C:22]([O:24][C:25]([CH3:28])([CH3:27])[CH3:26])=[O:23])[CH2:18][CH2:17]1.[NH:29]1[C:37]2[C:32](=[CH:33][CH:34]=[CH:35][CH:36]=2)[C:31]([CH:38]=O)=[N:30]1. (3) Given the product [CH2:1]([O:8][C:9]1[CH:10]=[C:11]2[C:12](=[CH:13][C:14]=1[O:15][CH3:16])[CH:20](/[CH:21]=[CH:22]/[C:23]1[N:24]([CH3:28])[N:25]=[CH:26][CH:27]=1)[NH:19][CH2:18][CH2:17]2)[C:2]1[CH:7]=[CH:6][CH:5]=[CH:4][CH:3]=1, predict the reactants needed to synthesize it. The reactants are: [CH2:1]([O:8][C:9]1[CH:10]=[C:11]([CH2:17][CH2:18][NH:19][C:20](=O)/[CH:21]=[CH:22]/[C:23]2[N:24]([CH3:28])[N:25]=[CH:26][CH:27]=2)[CH:12]=[CH:13][C:14]=1[O:15][CH3:16])[C:2]1[CH:7]=[CH:6][CH:5]=[CH:4][CH:3]=1.O=P(Cl)(Cl)Cl.[BH4-].[Na+]. (4) Given the product [F:21][C:22]1[CH:30]=[N:29][CH:28]=[CH:27][C:23]=1[C:24]([O:5][C:1]([CH3:4])([CH3:3])[CH3:2])=[O:25], predict the reactants needed to synthesize it. The reactants are: [C:1]([OH:5])([CH3:4])([CH3:3])[CH3:2].C(OC(OC(C)(C)C)=O)(OC(C)(C)C)=O.[F:21][C:22]1[CH:30]=[N:29][CH:28]=[CH:27][C:23]=1[C:24](O)=[O:25].C(=O)([O-])O.[Na+]. (5) Given the product [Cl:1][C:2]1[CH:3]=[CH:4][C:5]([NH:18][CH2:19][CH:20]2[CH2:21][CH2:22][N:23]([CH:31]([CH3:33])[CH3:30])[CH2:24][CH2:25]2)=[C:6]([CH:17]=1)[C:7]([NH:9][C:10]1[CH:15]=[CH:14][C:13]([F:16])=[CH:12][N:11]=1)=[O:8], predict the reactants needed to synthesize it. The reactants are: [Cl:1][C:2]1[CH:3]=[CH:4][C:5]([NH:18][CH2:19][CH:20]2[CH2:25][CH2:24][NH:23][CH2:22][CH2:21]2)=[C:6]([CH:17]=1)[C:7]([NH:9][C:10]1[CH:15]=[CH:14][C:13]([F:16])=[CH:12][N:11]=1)=[O:8].C([BH3-])#N.[Na+].[CH3:30][C:31]([CH3:33])=O.